Dataset: Catalyst prediction with 721,799 reactions and 888 catalyst types from USPTO. Task: Predict which catalyst facilitates the given reaction. (1) Reactant: [CH3:1][O:2][C:3]([C:5]1[C:6](=[O:22])[NH:7][C:8]([C:12]2[CH:17]=[CH:16][CH:15]=[C:14]([C:18]([F:21])([F:20])[F:19])[CH:13]=2)=[CH:9][C:10]=1[CH3:11])=[O:4].C(=O)([O-])[O-].[Cs+].[Cs+].[I-].[K+].Br[CH2:32][CH2:33][O:34][CH2:35][C:36]1[CH:41]=[CH:40][CH:39]=[CH:38][CH:37]=1. Product: [CH3:1][O:2][C:3](=[O:4])[C:5]1[C:10]([CH3:11])=[CH:9][C:8]([C:12]2[CH:17]=[CH:16][CH:15]=[C:14]([C:18]([F:21])([F:19])[F:20])[CH:13]=2)=[N:7][C:6]=1[O:22][CH2:32][CH2:33][O:34][CH2:35][C:36]1[CH:41]=[CH:40][CH:39]=[CH:38][CH:37]=1. The catalyst class is: 16. (2) Reactant: Cl.Cl.[NH:3]1[CH2:8][CH2:7][CH:6]([NH:9][C:10]2[CH:17]=[CH:16][C:13]([C:14]#[N:15])=[CH:12][N:11]=2)[CH2:5][CH2:4]1.C(O)(=O)C.C(N(C(C)C)C(C)C)C.[CH2:31]([O:33][C:34]1[CH:35]=[C:36]([CH:39]=[CH:40][C:41]=1[CH3:42])[CH:37]=O)[CH3:32].C([BH3-])#N.[Na+]. Product: [CH2:31]([O:33][C:34]1[CH:35]=[C:36]([CH:39]=[CH:40][C:41]=1[CH3:42])[CH2:37][N:3]1[CH2:4][CH2:5][CH:6]([NH:9][C:10]2[CH:17]=[CH:16][C:13]([C:14]#[N:15])=[CH:12][N:11]=2)[CH2:7][CH2:8]1)[CH3:32]. The catalyst class is: 8. (3) Reactant: [C:1]([O:5][C:6](=[O:34])[NH:7][C:8]1[CH:13]=[C:12]([CH3:14])[C:11]([CH2:15][NH:16][C:17]([C:19]2[CH:20]=[N:21][N:22]([CH2:24][C:25]3[CH:30]=[CH:29][C:28]([CH2:31]Cl)=[CH:27][CH:26]=3)[CH:23]=2)=[O:18])=[C:10]([CH3:33])[N:9]=1)([CH3:4])([CH3:3])[CH3:2].[C:35]1(=[O:41])[NH:39][C:38](=[O:40])[CH2:37][CH2:36]1.C(=O)([O-])[O-].[K+].[K+]. Product: [C:1]([O:5][C:6](=[O:34])[NH:7][C:8]1[CH:13]=[C:12]([CH3:14])[C:11]([CH2:15][NH:16][C:17]([C:19]2[CH:20]=[N:21][N:22]([CH2:24][C:25]3[CH:30]=[CH:29][C:28]([CH2:31][N:39]4[C:35](=[O:41])[CH2:36][CH2:37][C:38]4=[O:40])=[CH:27][CH:26]=3)[CH:23]=2)=[O:18])=[C:10]([CH3:33])[N:9]=1)([CH3:4])([CH3:3])[CH3:2]. The catalyst class is: 21. (4) Reactant: [OH:1][CH2:2][CH:3]1[CH2:8][CH2:7][N:6]([C:9]([O:11][C:12]([CH3:15])([CH3:14])[CH3:13])=[O:10])[CH2:5][CH2:4]1.C(N(CC)C(C)C)(C)C.[S:25](Cl)([CH3:28])(=[O:27])=[O:26].O. Product: [CH3:28][S:25]([O:1][CH2:2][CH:3]1[CH2:8][CH2:7][N:6]([C:9]([O:11][C:12]([CH3:15])([CH3:14])[CH3:13])=[O:10])[CH2:5][CH2:4]1)(=[O:27])=[O:26]. The catalyst class is: 2.